From a dataset of Reaction yield outcomes from USPTO patents with 853,638 reactions. Predict the reaction yield, written as a fraction of the theoretical maximum amount of product (1.0 means a 100% yield; for example, 0.34 means a 34% yield). (1) The reactants are BrC1C=CC(O)=C([C:8]2[CH:17]=[CH:16][C:15]3[C:10](=[CH:11][CH:12]=[C:13]([C:18]4[N:22](C5CCCCC5)[C:21]5[CH:29]=[CH:30][C:31]([C:33]([OH:35])=[O:34])=[CH:32][C:20]=5[N:19]=4)[CH:14]=3)[N:9]=2)C=1.[N+:37]([C:40]1[CH:45]=[CH:44][CH:43]=[CH:42][C:41]=1C(=O)C)([O-])=[O:38].[OH-:49].[K+]. The catalyst is C(O)C. The product is [N+:37]([C:40]1[CH:45]=[CH:44][CH:43]=[CH:42][C:41]=1[C:13]1([C:18]2[NH:22][C:21]3[CH:29]=[CH:30][C:31]([C:33]([OH:35])=[O:34])=[CH:32][C:20]=3[N:19]=2)[CH:12]=[CH:11][C:10]2[N:9]=[CH:8][CH:17]=[CH:16][C:15]=2[CH2:14]1)([O-:38])=[O:49]. The yield is 0.100. (2) The reactants are [NH2:1][C:2]1[CH:7]=[CH:6][C:5]([C:8]2[N:13]=[C:12]([N:14]3[CH:19]([CH3:20])[CH2:18][O:17][CH2:16][CH:15]3[CH3:21])[N:11]=[C:10]([C:22]3[CH:27]=[CH:26][C:25]([NH:28][C:29]([NH:31][CH3:32])=[O:30])=[CH:24][CH:23]=3)[N:9]=2)=[CH:4][CH:3]=1.[N:33]1[CH:38]=[CH:37][C:36]([NH:39][C:40](=O)[O:41]C2C=CC=CC=2)=[CH:35][CH:34]=1. No catalyst specified. The product is [CH3:21][CH:15]1[CH2:16][O:17][CH2:18][CH:19]([CH3:20])[N:14]1[C:12]1[N:11]=[C:10]([C:22]2[CH:27]=[CH:26][C:25]([NH:28][C:29](=[O:30])[NH:31][CH3:32])=[CH:24][CH:23]=2)[N:9]=[C:8]([C:5]2[CH:4]=[CH:3][C:2]([NH:1][C:40]([NH:39][C:36]3[CH:37]=[CH:38][N:33]=[CH:34][CH:35]=3)=[O:41])=[CH:7][CH:6]=2)[N:13]=1. The yield is 0.00800. (3) The reactants are [C:1]1([N:7]=[C:8]=[O:9])[CH:6]=[CH:5][CH:4]=[CH:3][CH:2]=1.[NH2:10][C:11]1[CH:12]=[C:13]2[CH2:19][C:18]3([CH:24]4[CH2:25][CH2:26][N:21]([CH2:22][CH2:23]4)[CH2:20]3)[O:17][C:14]2=[N:15][CH:16]=1. The catalyst is O1CCCC1. The product is [C:1]1([NH:7][C:8]([NH:10][C:11]2[CH:12]=[C:13]3[CH2:19][C:18]4([CH:24]5[CH2:23][CH2:22][N:21]([CH2:26][CH2:25]5)[CH2:20]4)[O:17][C:14]3=[N:15][CH:16]=2)=[O:9])[CH:6]=[CH:5][CH:4]=[CH:3][CH:2]=1. The yield is 0.860. (4) No catalyst specified. The reactants are [CH3:1][O:2][C:3]1[C:4]([NH:14][C:15](=[O:19])OCC)=[N:5][C:6]2[C:11]([N:12]=1)=[CH:10][C:9]([CH3:13])=[CH:8][CH:7]=2.[N:20]1[CH:25]=[CH:24][CH:23]=[CH:22][C:21]=1[N:26]1[CH2:31][CH2:30][NH:29][CH2:28][CH2:27]1. The yield is 0.880. The product is [CH3:1][O:2][C:3]1[C:4]([NH:14][C:15]([N:29]2[CH2:30][CH2:31][N:26]([C:21]3[CH:22]=[CH:23][CH:24]=[CH:25][N:20]=3)[CH2:27][CH2:28]2)=[O:19])=[N:5][C:6]2[C:11]([N:12]=1)=[CH:10][C:9]([CH3:13])=[CH:8][CH:7]=2.